Dataset: Forward reaction prediction with 1.9M reactions from USPTO patents (1976-2016). Task: Predict the product of the given reaction. (1) Given the reactants [CH2:1]([OH:8])[C:2]#[C:3][C:4]#[C:5][CH2:6][OH:7].[C:9]1([CH3:21])[CH:14]=[CH:13][C:12]([S:15]([N:18]=[C:19]=[O:20])(=[O:17])=[O:16])=[CH:11][CH:10]=1.O, predict the reaction product. The product is: [C:9]1([CH3:21])[CH:10]=[CH:11][C:12]([S:15]([NH:18][C:19]([O:7][CH2:6][CH3:5])=[O:20])(=[O:16])=[O:17])=[CH:13][CH:14]=1.[CH2:1]([OH:8])[C:2]#[C:3][C:4]#[C:5][CH2:6][OH:7]. (2) Given the reactants [OH-].[Na+].C([O:5][C:6](=[O:23])[CH2:7][O:8][C:9]1[CH:14]=[CH:13][C:12]([Cl:15])=[CH:11][C:10]=1[CH:16]1[CH2:22][CH2:21][CH2:20][CH2:19][CH2:18][CH2:17]1)C.Cl, predict the reaction product. The product is: [Cl:15][C:12]1[CH:13]=[CH:14][C:9]([O:8][CH2:7][C:6]([OH:23])=[O:5])=[C:10]([CH:16]2[CH2:22][CH2:21][CH2:20][CH2:19][CH2:18][CH2:17]2)[CH:11]=1. (3) The product is: [CH3:11][O:10][C:8]([C:5]1[N:4]([CH:17]2[CH2:22][CH2:21][N:20]([C:23]([O:25][C:26]([CH3:29])([CH3:28])[CH3:27])=[O:24])[CH2:19][CH2:18]2)[N:3]=[CH:7][CH:6]=1)=[O:9]. Given the reactants [H-].[Na+].[NH:3]1[CH:7]=[CH:6][C:5]([C:8]([O:10][CH3:11])=[O:9])=[N:4]1.CS(O[CH:17]1[CH2:22][CH2:21][N:20]([C:23]([O:25][C:26]([CH3:29])([CH3:28])[CH3:27])=[O:24])[CH2:19][CH2:18]1)(=O)=O, predict the reaction product. (4) Given the reactants [O:1]=[S:2]1(=[O:16])[CH2:6][CH2:5][CH2:4][N:3]1[C:7]1[CH:15]=[CH:14][C:10]([C:11]([OH:13])=O)=[CH:9][CH:8]=1.[CH3:17][C:18]1[CH:23]=[C:22]([CH3:24])[N:21]=[CH:20][C:19]=1[N:25]1[CH2:30][CH2:29][NH:28][CH2:27][CH2:26]1, predict the reaction product. The product is: [CH3:17][C:18]1[CH:23]=[C:22]([CH3:24])[N:21]=[CH:20][C:19]=1[N:25]1[CH2:26][CH2:27][N:28]([C:11]([C:10]2[CH:9]=[CH:8][C:7]([N:3]3[CH2:4][CH2:5][CH2:6][S:2]3(=[O:1])=[O:16])=[CH:15][CH:14]=2)=[O:13])[CH2:29][CH2:30]1. (5) Given the reactants [C:1]([C:3]1[CH:8]=[CH:7][C:6]([OH:9])=[CH:5][CH:4]=1)#[N:2].[F:10][C:11]1[CH:12]=[C:13]([CH:16]=[CH:17][CH:18]=1)[CH2:14]Br.C(=O)([O-])[O-].[K+].[K+].C(OCC)(=O)C, predict the reaction product. The product is: [F:10][C:11]1[CH:12]=[C:13]([CH:16]=[CH:17][CH:18]=1)[CH2:14][O:9][C:6]1[CH:7]=[CH:8][C:3]([C:1]#[N:2])=[CH:4][CH:5]=1. (6) Given the reactants [OH:1][CH2:2][C:3]1[C:4]([NH:11][CH2:12][CH2:13][CH:14]2[O:19][CH2:18][CH:17]([NH:20][C:21](=[O:30])[O:22][CH2:23][C:24]3[CH:29]=[CH:28][CH:27]=[CH:26][CH:25]=3)[CH2:16][O:15]2)=[N:5][C:6]([S:9][CH3:10])=[N:7][CH:8]=1, predict the reaction product. The product is: [CH:2]([C:3]1[C:4]([NH:11][CH2:12][CH2:13][CH:14]2[O:15][CH2:16][CH:17]([NH:20][C:21](=[O:30])[O:22][CH2:23][C:24]3[CH:25]=[CH:26][CH:27]=[CH:28][CH:29]=3)[CH2:18][O:19]2)=[N:5][C:6]([S:9][CH3:10])=[N:7][CH:8]=1)=[O:1]. (7) Given the reactants FC(F)(F)S([O:6][CH2:7][C:8]12[CH2:17][CH:12]3[CH2:13][CH:14]([CH2:16][CH:10]([CH2:11]3)[CH2:9]1)[CH2:15]2)(=O)=O.O[C:21]1[CH:26]=[CH:25][C:24]([CH2:27][CH2:28][NH:29][C:30](=[O:36])[O:31][C:32]([CH3:35])([CH3:34])[CH3:33])=[CH:23][CH:22]=1.C(=O)([O-])[O-].[Cs+].[Cs+].O, predict the reaction product. The product is: [C:8]12([CH2:7][O:6][C:21]3[CH:22]=[CH:23][C:24]([CH2:27][CH2:28][NH:29][C:30](=[O:36])[O:31][C:32]([CH3:34])([CH3:33])[CH3:35])=[CH:25][CH:26]=3)[CH2:17][CH:12]3[CH2:13][CH:14]([CH2:16][CH:10]([CH2:11]3)[CH2:9]1)[CH2:15]2.